Predict the reaction yield, written as a fraction of the theoretical maximum amount of product (1.0 means a 100% yield; for example, 0.34 means a 34% yield). From a dataset of Reaction yield outcomes from USPTO patents with 853,638 reactions. The reactants are O[C:2]1[CH:7]=[C:6]([C:8]([CH3:11])([CH3:10])[CH3:9])[N:5]=[CH:4][N:3]=1.P(Cl)(Cl)([Cl:14])=O. No catalyst specified. The product is [Cl:14][C:2]1[CH:7]=[C:6]([C:8]([CH3:11])([CH3:10])[CH3:9])[N:5]=[CH:4][N:3]=1. The yield is 0.780.